Task: Regression. Given two drug SMILES strings and cell line genomic features, predict the synergy score measuring deviation from expected non-interaction effect.. Dataset: NCI-60 drug combinations with 297,098 pairs across 59 cell lines Drug 1: C1CCC(CC1)NC(=O)N(CCCl)N=O. Drug 2: CN(C)C1=NC(=NC(=N1)N(C)C)N(C)C. Cell line: SK-OV-3. Synergy scores: CSS=12.6, Synergy_ZIP=-2.42, Synergy_Bliss=4.99, Synergy_Loewe=1.23, Synergy_HSA=4.28.